Dataset: Reaction yield outcomes from USPTO patents with 853,638 reactions. Task: Predict the reaction yield, written as a fraction of the theoretical maximum amount of product (1.0 means a 100% yield; for example, 0.34 means a 34% yield). (1) The reactants are C[C:2]1[C:11]([Cl:12])=[CH:10][C:5]([C:6]([O:8]C)=O)=[C:4]([F:13])[C:3]=1[NH:14][C:15](=[O:20])[C:16]([CH3:19])([CH3:18])[CH3:17].[CH3:21][C:22]1[CH:27]=[CH:26][N:25]=[C:24]([S:28][CH3:29])C=1.[Li+].C[Si]([N-:35][Si](C)(C)C)(C)C.Cl. The catalyst is C1COCC1. The product is [Cl:12][C:11]1[CH:10]=[C:5]([C:6](=[O:8])[CH2:21][C:22]2[CH:27]=[CH:26][N:25]=[C:24]([S:28][CH3:29])[N:35]=2)[C:4]([F:13])=[C:3]([NH:14][C:15](=[O:20])[C:16]([CH3:17])([CH3:18])[CH3:19])[CH:2]=1. The yield is 0.690. (2) The reactants are [NH2:1][C:2]1[C:7]([C:8]([OH:10])=O)=[CH:6][N:5]=[CH:4][CH:3]=1.[CH:11]([NH2:13])=O. No catalyst specified. The product is [N:1]1[C:2]2[CH:3]=[CH:4][N:5]=[CH:6][C:7]=2[C:8](=[O:10])[NH:13][CH:11]=1. The yield is 0.470. (3) The reactants are Cl[C:2]1[C:7]([O:8][CH3:9])=[CH:6][C:5]([N+:10]([O-:12])=[O:11])=[CH:4][N:3]=1.[OH-].[NH4+:14].C(O)C. The catalyst is C(OCC)(=O)C. The product is [NH2:14][C:2]1[C:7]([O:8][CH3:9])=[CH:6][C:5]([N+:10]([O-:12])=[O:11])=[CH:4][N:3]=1. The yield is 0.690. (4) The reactants are I[CH2:2][C@@H:3]([CH3:16])[CH2:4][N:5]1[C:10]2[CH:11]=[CH:12][CH:13]=[CH:14][C:9]=2[O:8][CH2:7][C:6]1=[O:15].[CH:17]1([CH2:20][O:21][CH:22]2[CH2:27][CH2:26][NH:25][CH2:24][CH2:23]2)[CH2:19][CH2:18]1.C([O-])([O-])=O.[K+].[K+]. The catalyst is CC#N. The product is [CH:17]1([CH2:20][O:21][CH:22]2[CH2:27][CH2:26][N:25]([CH2:2][C@@H:3]([CH3:16])[CH2:4][N:5]3[C:10]4[CH:11]=[CH:12][CH:13]=[CH:14][C:9]=4[O:8][CH2:7][C:6]3=[O:15])[CH2:24][CH2:23]2)[CH2:18][CH2:19]1. The yield is 0.640. (5) The reactants are Cl.Cl.[CH3:3][C@H:4]1[C:12]2[C:11]([N:13]3[CH2:18][CH2:17][NH:16][CH2:15][CH2:14]3)=[N:10][CH:9]=[N:8][C:7]=2[CH2:6][CH2:5]1.[C:19]([O:23][C:24]([N:26]([CH:39]([CH3:41])[CH3:40])[CH2:27][CH:28]([C:32]1[CH:37]=[CH:36][C:35]([Cl:38])=[CH:34][CH:33]=1)[C:29](O)=[O:30])=[O:25])([CH3:22])([CH3:21])[CH3:20].CN(C(ON1N=NC2C=CC=CC1=2)=[N+](C)C)C.F[P-](F)(F)(F)(F)F. The catalyst is C(Cl)Cl.C(N(CC)CC)C. The product is [Cl:38][C:35]1[CH:36]=[CH:37][C:32]([CH:28]([C:29]([N:16]2[CH2:17][CH2:18][N:13]([C:11]3[C:12]4[C@H:4]([CH3:3])[CH2:5][CH2:6][C:7]=4[N:8]=[CH:9][N:10]=3)[CH2:14][CH2:15]2)=[O:30])[CH2:27][N:26]([CH:39]([CH3:40])[CH3:41])[C:24](=[O:25])[O:23][C:19]([CH3:21])([CH3:20])[CH3:22])=[CH:33][CH:34]=1. The yield is 0.440. (6) The reactants are [C:1]([O:5][C:6]([N:8]([CH3:36])[C@@H:9]([CH3:35])[C:10]([NH:12][C@@H:13]1[C:20](=[O:21])[N:19]2[C@H:22]([C:25]([O:27]CC3C=CC=CC=3)=[O:26])[CH2:23][CH2:24][C@@H:18]2[CH2:17][CH:16]=[CH:15][CH2:14]1)=[O:11])=[O:7])([CH3:4])([CH3:3])[CH3:2].[H][H]. The catalyst is C(O)C.[Pd].ClCCl. The product is [C:1]([O:5][C:6]([N:8]([CH3:36])[C@@H:9]([CH3:35])[C:10]([NH:12][C@@H:13]1[C:20](=[O:21])[N:19]2[C@H:22]([C:25]([OH:27])=[O:26])[CH2:23][CH2:24][C@@H:18]2[CH2:17][CH2:16][CH2:15][CH2:14]1)=[O:11])=[O:7])([CH3:4])([CH3:3])[CH3:2]. The yield is 0.878. (7) The reactants are [OH:1][C:2]1[C:11]2[C:10]([CH3:13])([CH3:12])[CH2:9][CH2:8][C:7]([CH3:15])([CH3:14])[C:6]=2[CH:5]=[C:4]([CH:16]=[O:17])[CH:3]=1.[H-].[Na+].[CH3:20][C:21]1[CH:28]=[CH:27][C:24]([CH2:25]Br)=[CH:23][CH:22]=1. No catalyst specified. The product is [CH3:13][C:10]1([CH3:12])[CH2:9][CH2:8][C:7]([CH3:15])([CH3:14])[C:6]2[CH:5]=[C:4]([CH:16]=[O:17])[CH:3]=[C:2]([O:1][CH2:20][C:21]3[CH:28]=[CH:27][C:24]([CH3:25])=[CH:23][CH:22]=3)[C:11]1=2. The yield is 1.00.